From a dataset of Peptide-MHC class I binding affinity with 185,985 pairs from IEDB/IMGT. Regression. Given a peptide amino acid sequence and an MHC pseudo amino acid sequence, predict their binding affinity value. This is MHC class I binding data. (1) The peptide sequence is GVRQFSGWM. The MHC is HLA-B51:01 with pseudo-sequence HLA-B51:01. The binding affinity (normalized) is 0.0847. (2) The peptide sequence is FHIVNQESL. The MHC is HLA-B18:01 with pseudo-sequence HLA-B18:01. The binding affinity (normalized) is 0.0847. (3) The peptide sequence is GLACDLPGR. The MHC is HLA-B27:05 with pseudo-sequence HLA-B27:05. The binding affinity (normalized) is 0. (4) The peptide sequence is VLEWRFDSRL. The MHC is Mamu-A2601 with pseudo-sequence Mamu-A2601. The binding affinity (normalized) is 0. (5) The peptide sequence is FIMFMLIFNV. The MHC is HLA-A02:02 with pseudo-sequence HLA-A02:02. The binding affinity (normalized) is 0.723. (6) The peptide sequence is FQDQNGQFI. The MHC is H-2-Kb with pseudo-sequence H-2-Kb. The binding affinity (normalized) is 0.0352. (7) The peptide sequence is MVMCGGSLY. The MHC is HLA-A68:01 with pseudo-sequence HLA-A68:01. The binding affinity (normalized) is 0.712.